This data is from Reaction yield outcomes from USPTO patents with 853,638 reactions. The task is: Predict the reaction yield, written as a fraction of the theoretical maximum amount of product (1.0 means a 100% yield; for example, 0.34 means a 34% yield). (1) The reactants are [N+](=[CH:3][C:4]([C:6]1[O:7][CH:8]=[CH:9][CH:10]=1)=[O:5])=[N-].[Cl:11][C:12]1[C:13](=[O:22])[C:14](=[O:21])[C:15]([Cl:20])=[C:16]([Cl:19])[C:17]=1[Cl:18]. The catalyst is C1C=CC=CC=1. The product is [O:7]1[CH:8]=[CH:9][CH:10]=[C:6]1[C:4]([CH:3]1[O:22][C:13]2[C:12]([Cl:11])=[C:17]([Cl:18])[C:16]([Cl:19])=[C:15]([Cl:20])[C:14]=2[O:21]1)=[O:5]. The yield is 0.164. (2) The reactants are Br[CH2:2][CH2:3][CH2:4][OH:5].C(=O)([O-])[O-].[K+].[K+].OC(C(F)(F)F)=O.OC(C(F)(F)F)=O.[F:26][CH2:27][CH2:28][N:29]1[CH2:34][CH2:33][NH:32][CH2:31][CH2:30]1. The catalyst is C(#N)C. The product is [F:26][CH2:27][CH2:28][N:29]1[CH2:34][CH2:33][N:32]([CH2:2][CH2:3][CH2:4][OH:5])[CH2:31][CH2:30]1. The yield is 0.910. (3) The reactants are N[CH2:2][CH2:3][CH2:4][C:5]1([C:22]2[CH:27]=[CH:26][CH:25]=[CH:24][CH:23]=2)[N:9]([C:10](=[O:14])[CH:11]([CH3:13])[CH3:12])[N:8]=[C:7]([C:15]2[CH:20]=[CH:19][CH:18]=[C:17]([F:21])[CH:16]=2)[S:6]1.[CH2:28]=O.[C:30]([BH3-])#[N:31].[Na+]. The catalyst is CO.[Na+].[Cl-]. The product is [CH3:28][N:31]([CH3:30])[CH2:2][CH2:3][CH2:4][C:5]1([C:22]2[CH:27]=[CH:26][CH:25]=[CH:24][CH:23]=2)[N:9]([C:10](=[O:14])[CH:11]([CH3:13])[CH3:12])[N:8]=[C:7]([C:15]2[CH:20]=[CH:19][CH:18]=[C:17]([F:21])[CH:16]=2)[S:6]1. The yield is 0.300. (4) The reactants are [Br:1][C:2]1[C:3]([CH:17]2[CH2:19][CH2:18]2)=[N:4][C:5]([N:10]2[CH2:15][CH2:14][NH:13][C@H:12]([CH3:16])[CH2:11]2)=[C:6]([CH:9]=1)[C:7]#N.[OH-:20].[Na+].[CH3:22][OH:23]. No catalyst specified. The product is [Br:1][C:2]1[C:3]([CH:17]2[CH2:19][CH2:18]2)=[N:4][C:5]([N:10]2[CH2:15][CH2:14][NH:13][C@H:12]([CH3:16])[CH2:11]2)=[C:6]([CH:9]=1)[C:7]([O:23][CH3:22])=[O:20]. The yield is 0.500.